From a dataset of Forward reaction prediction with 1.9M reactions from USPTO patents (1976-2016). Predict the product of the given reaction. (1) Given the reactants [F:1][C:2]([F:7])([F:6])[C:3]([OH:5])=[O:4].[Cl:8][C:9]1[CH:35]=[CH:34][C:12]([C:13]([N:15]2[CH2:21][C:20]3[CH:22]=[CH:23][CH:24]=[CH:25][C:19]=3[N:18]([CH2:26][CH:27]3[CH2:32][CH2:31][NH:30][CH2:29][CH2:28]3)[C:17](=[O:33])[CH2:16]2)=[O:14])=[CH:11][CH:10]=1.C=O.[C:38](O)(=O)C.C(O[BH-](OC(=O)C)OC(=O)C)(=O)C.[Na+], predict the reaction product. The product is: [F:1][C:2]([F:7])([F:6])[C:3]([OH:5])=[O:4].[Cl:8][C:9]1[CH:10]=[CH:11][C:12]([C:13]([N:15]2[CH2:21][C:20]3[CH:22]=[CH:23][CH:24]=[CH:25][C:19]=3[N:18]([CH2:26][CH:27]3[CH2:28][CH2:29][N:30]([CH3:38])[CH2:31][CH2:32]3)[C:17](=[O:33])[CH2:16]2)=[O:14])=[CH:34][CH:35]=1. (2) Given the reactants [F:1][C:2]1[CH:29]=[C:28]([F:30])[CH:27]=[CH:26][C:3]=1[CH2:4][O:5][C:6]1[CH:11]=[C:10]([CH3:12])[N:9]([C:13]2[CH:14]=[C:15]([CH:20]=[CH:21][C:22]=2[CH3:23])[C:16]([O:18]C)=[O:17])[C:8](=[O:24])[C:7]=1[Br:25].[OH-].[Na+].CC#N.Cl, predict the reaction product. The product is: [F:1][C:2]1[CH:29]=[C:28]([F:30])[CH:27]=[CH:26][C:3]=1[CH2:4][O:5][C:6]1[CH:11]=[C:10]([CH3:12])[N:9]([C:13]2[CH:14]=[C:15]([CH:20]=[CH:21][C:22]=2[CH3:23])[C:16]([OH:18])=[O:17])[C:8](=[O:24])[C:7]=1[Br:25]. (3) Given the reactants [Br:1][C:2]1[CH:3]=[C:4]([C:8]2[N:9]=[N:10][NH:11][N:12]=2)[CH:5]=[CH:6][CH:7]=1.C[O-].[Na+].[O-]S(C(F)(F)F)(=O)=O.F[N+:25]1[CH:30]=[CH:29][CH:28]=[CH:27][CH:26]=1, predict the reaction product. The product is: [Br:1][C:2]1[CH:3]=[C:4]([C:8]2[N:9]=[N:10][N:11]([C:26]3[CH:27]=[CH:28][CH:29]=[CH:30][N:25]=3)[N:12]=2)[CH:5]=[CH:6][CH:7]=1. (4) Given the reactants BrC1C=CC=C2C=1C(C1C(O)=CC3OCOC=3C=1)[C:5](=[O:16])N2CCCCC.[Cl:27][C:28]1[CH:29]=[C:30]2[C:34](=[CH:35][CH:36]=1)[N:33]([CH2:37][C:38]([O:40][CH2:41][CH3:42])=[O:39])[C:32](=[O:43])[CH:31]2[C:44]1[C:45]([OH:53])=[CH:46][C:47]2[O:51][CH2:50][CH2:49][C:48]=2[CH:52]=1, predict the reaction product. The product is: [Cl:27][C:28]1[CH:29]=[C:30]2[C:34](=[CH:35][CH:36]=1)[N:33]([CH2:37][C:38]([O:40][CH2:41][CH3:42])=[O:39])[C:32](=[O:43])[C:31]2([C:44]1[C:45]([OH:53])=[CH:46][C:47]2[O:51][CH2:50][CH2:49][C:48]=2[CH:52]=1)[CH2:5][OH:16]. (5) Given the reactants [CH:1]1([CH2:6][N:7]([C:10]2[CH:18]=[C:17]3[C:13]([CH2:14][CH2:15][CH2:16]3)=[CH:12][C:11]=2[CH:19]=O)[CH2:8][CH3:9])[CH2:5][CH2:4][CH2:3][CH2:2]1.[F:21][C:22]([F:36])([F:35])[C:23]1[CH:24]=[C:25]([CH:28]=[C:29]([C:31]([F:34])([F:33])[F:32])[CH:30]=1)[CH2:26][NH2:27].C(O[BH-](OC(=O)C)OC(=O)C)(=O)C.[Na+], predict the reaction product. The product is: [CH:1]1([CH2:6][N:7]([CH2:8][CH3:9])[C:10]2[CH:18]=[C:17]3[C:13](=[CH:12][C:11]=2[CH2:19][NH:27][CH2:26][C:25]2[CH:28]=[C:29]([C:31]([F:32])([F:33])[F:34])[CH:30]=[C:23]([C:22]([F:21])([F:35])[F:36])[CH:24]=2)[CH2:14][CH2:15][CH2:16]3)[CH2:5][CH2:4][CH2:3][CH2:2]1.